Dataset: Catalyst prediction with 721,799 reactions and 888 catalyst types from USPTO. Task: Predict which catalyst facilitates the given reaction. (1) Reactant: [Br:1][C:2]1[C:10]2[S:9][C:8]([NH:11][C:12]([NH:14][CH2:15][CH3:16])=[O:13])=[N:7][C:6]=2[CH:5]=[C:4]([C:17]2[CH:18]=[N:19][C:20]([N:23]3[CH2:28][CH2:27][C:26]([CH3:34])([C:29]([O:31]CC)=[O:30])[CH2:25][CH2:24]3)=[N:21][CH:22]=2)[CH:3]=1.CC(C)([O-])C.[K+].O. The catalyst class is: 16. Product: [Br:1][C:2]1[C:10]2[S:9][C:8]([NH:11][C:12](=[O:13])[NH:14][CH2:15][CH3:16])=[N:7][C:6]=2[CH:5]=[C:4]([C:17]2[CH:18]=[N:19][C:20]([N:23]3[CH2:28][CH2:27][C:26]([CH3:34])([C:29]([OH:31])=[O:30])[CH2:25][CH2:24]3)=[N:21][CH:22]=2)[CH:3]=1. (2) Reactant: C1COCC1.Br[C:7]1[CH:12]=[CH:11][C:10]([C:13]2[C:17]3[N:18]=[C:19]([Cl:30])[N:20]=[C:21]([NH:22][CH2:23][CH:24]4[CH2:29][CH2:28][O:27][CH2:26][CH2:25]4)[C:16]=3[O:15][N:14]=2)=[CH:9][CH:8]=1.C([Li])CCC.CCCCCC.[C:42](=[O:44])=[O:43]. Product: [Cl:30][C:19]1[N:20]=[C:21]([NH:22][CH2:23][CH:24]2[CH2:29][CH2:28][O:27][CH2:26][CH2:25]2)[C:16]2[O:15][N:14]=[C:13]([C:10]3[CH:11]=[CH:12][C:7]([C:42]([OH:44])=[O:43])=[CH:8][CH:9]=3)[C:17]=2[N:18]=1. The catalyst class is: 84. (3) Reactant: [CH3:1][N:2](C(OC(C)(C)C)=O)[C:3](N1C=CC=N1)=[N:4]C(OC(C)(C)C)=O.C(N(C(C)C)C(C)C)C.[ClH:33].Cl.[NH2:35][CH2:36][CH2:37][N:38]1[C:46]2[C:45]([NH:47][C:48]3[CH:53]=[CH:52][C:51]([O:54][C:55]4[CH:60]=[CH:59][CH:58]=[C:57]([C:61]([F:64])([F:63])[F:62])[CH:56]=4)=[C:50]([Cl:65])[CH:49]=3)=[N:44][CH:43]=[N:42][C:41]=2[CH:40]=[CH:39]1.O. Product: [ClH:65].[ClH:33].[Cl:65][C:50]1[CH:49]=[C:48]([NH:47][C:45]2[C:46]3[N:38]([CH2:37][CH2:36][NH:35][C:3]([NH:2][CH3:1])=[NH:4])[CH:39]=[CH:40][C:41]=3[N:42]=[CH:43][N:44]=2)[CH:53]=[CH:52][C:51]=1[O:54][C:55]1[CH:60]=[CH:59][CH:58]=[C:57]([C:61]([F:64])([F:63])[F:62])[CH:56]=1. The catalyst class is: 10. (4) Reactant: [SH:1][CH2:2][C:3]([NH2:5])=[O:4].[H-].[Na+].[NH2:8][CH2:9][C:10]1[N:11]([CH2:28][CH:29]([CH3:31])[CH3:30])[C:12](=[O:27])[C:13]2[C:18]([C:19]=1[C:20]1[CH:25]=[CH:24][CH:23]=[CH:22][CH:21]=1)=[CH:17][C:16](Br)=[CH:15][CH:14]=2. Product: [NH2:8][CH2:9][C:10]1[N:11]([CH2:28][CH:29]([CH3:31])[CH3:30])[C:12](=[O:27])[C:13]2[C:18]([C:19]=1[C:20]1[CH:21]=[CH:22][CH:23]=[CH:24][CH:25]=1)=[CH:17][C:16]([S:1][CH2:2][C:3]([NH2:5])=[O:4])=[CH:15][CH:14]=2. The catalyst class is: 9.